From a dataset of Forward reaction prediction with 1.9M reactions from USPTO patents (1976-2016). Predict the product of the given reaction. The product is: [OH:5][CH:6]1[C@H:11]([CH3:12])[CH2:10][CH2:9][C@@H:8]([C:13]([OH:15])=[O:16])[CH2:7]1. Given the reactants [OH-].[Na+].BrBr.[OH:5][CH:6]1[C@H:11]([CH3:12])[CH2:10][CH2:9][C@@H:8]([C:13](=[O:15])C)[CH2:7]1.[O:16](Br)[Na].S([O-])([O-])=O.[Na+].[Na+].Cl, predict the reaction product.